This data is from Forward reaction prediction with 1.9M reactions from USPTO patents (1976-2016). The task is: Predict the product of the given reaction. (1) Given the reactants [Br:1]N1C(=O)CCC1=O.[CH3:9][O:10][C:11]([C:13]1[C:21]2[CH:20]=[C:19]([CH3:22])[O:18][C:17]=2[C:16]([O:23][CH3:24])=[CH:15][CH:14]=1)=[O:12], predict the reaction product. The product is: [CH3:9][O:10][C:11]([C:13]1[C:21]2[CH:20]=[C:19]([CH2:22][Br:1])[O:18][C:17]=2[C:16]([O:23][CH3:24])=[CH:15][CH:14]=1)=[O:12]. (2) Given the reactants [CH:1](=[O:7])[C:2]1[O:6][CH:5]=[CH:4][CH:3]=1.C1(=O)[O:13][C:11](=[O:12])[CH2:10][CH2:9]1, predict the reaction product. The product is: [O:7]=[C:1]([C:2]1[O:6][C:5]([CH:4]=[CH:3][C:2](=[O:6])[CH3:1])=[CH:4][CH:3]=1)[CH2:9][CH2:10][C:11]([OH:13])=[O:12].[O:7]=[C:1]([C:2]1[O:6][C:5]([CH2:4][CH2:3][C:2](=[O:6])[CH3:1])=[CH:4][CH:3]=1)[CH2:9][CH2:10][C:11]([OH:13])=[O:12].